Dataset: Forward reaction prediction with 1.9M reactions from USPTO patents (1976-2016). Task: Predict the product of the given reaction. (1) Given the reactants I([O-])(=O)(=O)=O.[Na+].[CH2:7]([N:10]1[C:14]([CH3:15])=[C:13]([O:16][C:17]2[CH:18]=[C:19]([C:25]#[N:26])[CH:20]=[C:21]([CH:24]=2)[C:22]#[N:23])[C:12]([C:27]([CH3:30])([CH3:29])[CH3:28])=[N:11]1)[CH:8]=C.[OH2:31].[BH4-].[Na+], predict the reaction product. The product is: [C:27]([C:12]1[C:13]([O:16][C:17]2[CH:18]=[C:19]([C:25]#[N:26])[CH:20]=[C:21]([CH:24]=2)[C:22]#[N:23])=[C:14]([CH3:15])[N:10]([CH2:7][CH2:8][OH:31])[N:11]=1)([CH3:30])([CH3:29])[CH3:28]. (2) Given the reactants [Br:1][C:2]1[CH:11]=[C:10]2[C:5]([CH:6]=[CH:7][C:8]([OH:12])=[CH:9]2)=[CH:4][CH:3]=1.C([O-])([O-])=O.[Cs+].[Cs+].CS(O[C@H:24]1[CH2:29][CH2:28][C@@H:27]([C:30]([F:33])([F:32])[F:31])[CH2:26][CH2:25]1)(=O)=O, predict the reaction product. The product is: [Br:1][C:2]1[CH:3]=[CH:4][C:5]2[C:10](=[CH:9][C:8]([O:12][C@H:24]3[CH2:29][CH2:28][C@@H:27]([C:30]([F:33])([F:32])[F:31])[CH2:26][CH2:25]3)=[CH:7][CH:6]=2)[CH:11]=1.